Dataset: Full USPTO retrosynthesis dataset with 1.9M reactions from patents (1976-2016). Task: Predict the reactants needed to synthesize the given product. (1) Given the product [O:24]=[S:16]1(=[O:25])[C:17]2[CH:23]=[CH:22][CH:21]=[CH:20][C:18]=2[CH2:19][N:13]([C:4]2[CH:3]=[C:2]([NH:26][C@@H:27]([CH3:30])[CH2:28][OH:29])[C:11]3[C:6](=[CH:7][CH:8]=[C:9]([CH3:12])[CH:10]=3)[N:5]=2)[CH2:14][CH2:15]1, predict the reactants needed to synthesize it. The reactants are: Cl[C:2]1[C:11]2[C:6](=[CH:7][CH:8]=[C:9]([CH3:12])[CH:10]=2)[N:5]=[C:4]([N:13]2[CH2:19][C:18]3[CH:20]=[CH:21][CH:22]=[CH:23][C:17]=3[S:16](=[O:25])(=[O:24])[CH2:15][CH2:14]2)[CH:3]=1.[NH2:26][C@@H:27]([CH3:30])[CH2:28][OH:29]. (2) Given the product [CH3:3][C:4]1[C:13]([CH3:14])=[C:12]([C:21](=[O:24])[CH2:22][CH3:23])[C:11]2[C:6](=[C:7]([F:20])[CH:8]=[C:9]([C:16]([CH3:19])([CH3:18])[CH3:17])[CH:10]=2)[N:5]=1, predict the reactants needed to synthesize it. The reactants are: [H-].[Na+].[CH3:3][C:4]1[C:13]([CH3:14])=[C:12](O)[C:11]2[C:6](=[C:7]([F:20])[CH:8]=[C:9]([C:16]([CH3:19])([CH3:18])[CH3:17])[CH:10]=2)[N:5]=1.[C:21](Cl)(=[O:24])[CH2:22][CH3:23]. (3) Given the product [Cl:1][C:2]1[CH:3]=[C:4]([CH3:22])[C:5]([O:6][C:7]2[N:11]([CH3:12])[N:10]=[C:9]([CH3:13])[C:8]=2[CH3:14])=[CH:16][C:17]=1[OH:18], predict the reactants needed to synthesize it. The reactants are: [Cl:1][C:2]1[C:17]([O:18]COC)=[CH:16][C:5]([O:6][C:7]2[N:11]([CH3:12])[N:10]=[C:9]([CH3:13])[C:8]=2[CH:14]=O)=[C:4]([CH3:22])[CH:3]=1.O.NN.[OH-].[K+].S(=O)(=O)(O)O. (4) Given the product [CH2:20]([O:19][C:16]1[CH:15]=[CH:14][C:13]([S:10]([CH:4]([C:3](=[O:24])[NH:2][OH:1])[CH2:5][CH2:6][CH2:7][CH2:8][NH:9][C:31](=[O:32])[C:26]2[CH:27]=[CH:28][CH:29]=[CH:30][C:25]=2[CH2:34][CH2:35][C:36]2[CH:41]=[CH:40][CH:39]=[CH:38][CH:37]=2)(=[O:11])=[O:12])=[CH:18][CH:17]=1)[C:21]#[C:22][CH3:23], predict the reactants needed to synthesize it. The reactants are: [OH:1][NH:2][C:3](=[O:24])[CH:4]([S:10]([C:13]1[CH:18]=[CH:17][C:16]([O:19][CH2:20][C:21]#[C:22][CH3:23])=[CH:15][CH:14]=1)(=[O:12])=[O:11])[CH2:5][CH2:6][CH2:7][CH2:8][NH2:9].[C:25]1([CH2:34][CH2:35][C:36]2[CH:41]=[CH:40][CH:39]=[CH:38][CH:37]=2)[C:26]([C:31](O)=[O:32])=[CH:27][CH:28]=[CH:29][CH:30]=1. (5) Given the product [CH3:26][N:31]([CH3:30])[C@H:2]1[CH2:11][CH2:10][C:9]2[C:8]([S:12]([NH:15][C:16]3[N:21]=[CH:20][CH:19]=[CH:18][N:17]=3)(=[O:14])=[O:13])=[CH:7][CH:6]=[C:5]([O:22][CH3:23])[C:4]=2[CH2:3]1, predict the reactants needed to synthesize it. The reactants are: N[C@H:2]1[CH2:11][CH2:10][C:9]2[C:8]([S:12]([NH:15][C:16]3[N:21]=[CH:20][CH:19]=[CH:18][N:17]=3)(=[O:14])=[O:13])=[CH:7][CH:6]=[C:5]([O:22][CH3:23])[C:4]=2[CH2:3]1.C=O.[C:26](O)(=O)C.[C:30]([BH3-])#[N:31].[Na+]. (6) Given the product [CH3:16][N:5]1[C:6]([C:7]2[CH:8]=[C:9]([C:12]([O:14][CH3:15])=[O:13])[S:10][CH:11]=2)=[C:2]([CH3:17])[CH:3]=[N:4]1, predict the reactants needed to synthesize it. The reactants are: Br[C:2]1[CH:3]=[N:4][N:5]([CH3:16])[C:6]=1[C:7]1[CH:8]=[C:9]([C:12]([O:14][CH3:15])=[O:13])[S:10][CH:11]=1.[CH3:17]B1OB(C)OB(C)O1.C([O-])([O-])=O.[K+].[K+]. (7) Given the product [Br:1][C:2]1[CH:7]=[CH:6][C:5]([O:8][CH2:17][CH3:18])=[C:4]([CH3:9])[CH:3]=1, predict the reactants needed to synthesize it. The reactants are: [Br:1][C:2]1[CH:7]=[CH:6][C:5]([OH:8])=[C:4]([CH3:9])[CH:3]=1.C([O-])([O-])=O.[Cs+].[Cs+].I[CH2:17][CH3:18]. (8) Given the product [C:31]([O:34][CH2:35][C:36]([N:12]1[CH2:13][CH2:14][C@@:10]2([C:4]3[C:5](=[CH:6][CH:7]=[C:2]([Cl:1])[CH:3]=3)[N:8]([C:22](=[O:30])[NH:23][C:24]3[S:25][C:26]([Cl:29])=[CH:27][N:28]=3)[CH2:9]2)[CH2:11]1)=[O:37])(=[O:33])[CH3:32], predict the reactants needed to synthesize it. The reactants are: [Cl:1][C:2]1[CH:3]=[C:4]2[C@@:10]3([CH2:14][CH2:13][N:12](C(OC(C)(C)C)=O)[CH2:11]3)[CH2:9][N:8]([C:22](=[O:30])[NH:23][C:24]3[S:25][C:26]([Cl:29])=[CH:27][N:28]=3)[C:5]2=[CH:6][CH:7]=1.[C:31]([O:34][CH2:35][C:36](Cl)=[O:37])(=[O:33])[CH3:32]. (9) Given the product [OH:27][CH2:26][C@@H:8]([NH:7][C:28](=[O:30])[CH3:29])[CH2:9][C:10]1[CH:11]=[C:12]([I:25])[C:13]([O:14][C:15]2[CH:16]=[CH:17][C:18]([OH:21])=[CH:19][CH:20]=2)=[C:22]([I:24])[CH:23]=1, predict the reactants needed to synthesize it. The reactants are: N1C=CC=CC=1.[NH2:7][C@H:8]([CH2:26][OH:27])[CH2:9][C:10]1[CH:23]=[C:22]([I:24])[C:13]([O:14][C:15]2[CH:20]=[CH:19][C:18]([OH:21])=[CH:17][CH:16]=2)=[C:12]([I:25])[CH:11]=1.[C:28](OC(=O)C)(=[O:30])[CH3:29].Cl. (10) Given the product [CH3:48][N:47]([CH3:49])[C@H:44]1[CH2:45][CH2:46][N:42]([C:10]2[C:11]3[C:12](=[N:13][CH:14]=[CH:15][C:16]=3[O:17][C:18]3[CH:23]=[CH:22][C:21]([NH:24][C:25]([C:27]4[C:28](=[O:40])[N:29]([C:33]5[CH:34]=[CH:35][C:36]([F:39])=[CH:37][CH:38]=5)[N:30]=[CH:31][CH:32]=4)=[O:26])=[CH:20][C:19]=3[F:41])[NH:8][N:9]=2)[CH2:43]1, predict the reactants needed to synthesize it. The reactants are: COC1C=CC(C[N:8]2[C:12]3=[N:13][CH:14]=[CH:15][C:16]([O:17][C:18]4[CH:23]=[CH:22][C:21]([NH:24][C:25]([C:27]5[C:28](=[O:40])[N:29]([C:33]6[CH:38]=[CH:37][C:36]([F:39])=[CH:35][CH:34]=6)[N:30]=[CH:31][CH:32]=5)=[O:26])=[CH:20][C:19]=4[F:41])=[C:11]3[C:10]([N:42]3[CH2:46][CH2:45][C@H:44]([N:47]([CH3:49])[CH3:48])[CH2:43]3)=[N:9]2)=CC=1.C(O)(C(F)(F)F)=O.